Dataset: Catalyst prediction with 721,799 reactions and 888 catalyst types from USPTO. Task: Predict which catalyst facilitates the given reaction. (1) Reactant: [CH2:1]([O:3][C:4](=[O:50])[CH2:5][CH2:6][CH2:7][CH2:8][CH2:9][NH:10][C:11]([NH:13][C:14]1[CH:19]=[C:18]([CH3:20])[C:17]([C:21]2[CH:26]=[CH:25][CH:24]=[C:23]([S:27]([C:30]3[CH:34]=[C:33]([C:35]([NH:37][C:38]([O:40][C:41]([CH3:44])([CH3:43])[CH3:42])=[O:39])=[NH:36])[S:32][C:31]=3[S:45][CH3:46])(=[O:29])=[O:28])[CH:22]=2)=[C:16]([N+:47]([O-])=O)[CH:15]=1)=[O:12])[CH3:2].[NH4+].[Cl-]. Product: [CH2:1]([O:3][C:4](=[O:50])[CH2:5][CH2:6][CH2:7][CH2:8][CH2:9][NH:10][C:11]([NH:13][C:14]1[CH:19]=[C:18]([CH3:20])[C:17]([C:21]2[CH:26]=[CH:25][CH:24]=[C:23]([S:27]([C:30]3[CH:34]=[C:33]([C:35]([NH:37][C:38]([O:40][C:41]([CH3:42])([CH3:43])[CH3:44])=[O:39])=[NH:36])[S:32][C:31]=3[S:45][CH3:46])(=[O:29])=[O:28])[CH:22]=2)=[C:16]([NH2:47])[CH:15]=1)=[O:12])[CH3:2]. The catalyst class is: 447. (2) Reactant: CC(C)(C)CC(Cl)=O.NC1C=CC(OC)=NC=1.C(OCC)C.Cl.C[O:25][C:26]1[N:31]=[CH:30][C:29]([NH:32][C:33](=[O:39])[CH2:34][C:35]([CH3:38])([CH3:37])[CH3:36])=[CH:28][CH:27]=1. Product: [OH:25][C:26]1[N:31]=[CH:30][C:29]([NH:32][C:33](=[O:39])[CH2:34][C:35]([CH3:37])([CH3:36])[CH3:38])=[CH:28][CH:27]=1. The catalyst class is: 83. (3) Reactant: [NH:1]1[CH2:5][CH2:4][CH2:3][CH2:2]1.Br[CH2:7][C:8]1[CH:9]=[CH:10][C:11]([Cl:33])=[C:12]([CH:32]=1)[C:13]([NH:15][C:16](=[O:31])[NH:17][C:18]1[S:19][C:20]2[CH:26]=[C:25]([S:27]([CH3:30])(=[O:29])=[O:28])[CH:24]=[CH:23][C:21]=2[N:22]=1)=[O:14]. Product: [Cl:33][C:11]1[CH:10]=[CH:9][C:8]([CH2:7][N:1]2[CH2:5][CH2:4][CH2:3][CH2:2]2)=[CH:32][C:12]=1[C:13]([NH:15][C:16](=[O:31])[NH:17][C:18]1[S:19][C:20]2[CH:26]=[C:25]([S:27]([CH3:30])(=[O:28])=[O:29])[CH:24]=[CH:23][C:21]=2[N:22]=1)=[O:14]. The catalyst class is: 23. (4) Reactant: [OH:1][C:2](/[C:5](=[CH:8]/[I:9])/[CH2:6][OH:7])([CH3:4])[CH3:3].C(Cl)Cl.CO. Product: [OH:1][C:2](/[C:5](=[CH:8]/[I:9])/[CH:6]=[O:7])([CH3:4])[CH3:3]. The catalyst class is: 485. (5) Reactant: [NH2:1][CH2:2][CH2:3][NH:4][C:5]1[N:13]=[C:12]([Cl:14])[N:11]=[C:10]2[C:6]=1[N:7]=[CH:8][N:9]2[CH:15]1[CH2:19][CH2:18][CH2:17][CH2:16]1.C(Cl)Cl.C(N(CC)CC)C.[C:30](Cl)(=[O:39])[C:31]1[CH:36]=[CH:35][C:34]([O:37][CH3:38])=[CH:33][CH:32]=1. Product: [Cl:14][C:12]1[N:11]=[C:10]2[C:6]([N:7]=[CH:8][N:9]2[CH:15]2[CH2:19][CH2:18][CH2:17][CH2:16]2)=[C:5]([NH:4][CH2:3][CH2:2][NH:1][C:30](=[O:39])[C:31]2[CH:36]=[CH:35][C:34]([O:37][CH3:38])=[CH:33][CH:32]=2)[N:13]=1. The catalyst class is: 6. (6) Reactant: C([O:9][C@@H:10]([CH2:12][CH2:13][CH2:14][CH2:15][CH2:16][CH2:17][CH2:18][CH2:19][CH2:20]/[CH:21]=[CH:22]\[CH2:23][CH2:24][CH2:25][CH3:26])[CH3:11])(=O)C1C=CC=CC=1.[OH-].[Na+]. Product: [OH:9][C@@H:10]([CH2:12][CH2:13][CH2:14][CH2:15][CH2:16][CH2:17][CH2:18][CH2:19][CH2:20]/[CH:21]=[CH:22]\[CH2:23][CH2:24][CH2:25][CH3:26])[CH3:11]. The catalyst class is: 5. (7) Reactant: [I:1][C:2]1[CH:8]=[CH:7][C:5]([NH2:6])=[CH:4][CH:3]=1.C(=O)([O-])[O-].[K+].[K+].Br[CH2:16][CH2:17][CH2:18][CH2:19][CH2:20][CH2:21][CH2:22][CH3:23]. Product: [CH2:16]([N:6]([CH2:16][CH2:17][CH2:18][CH2:19][CH2:20][CH2:21][CH2:22][CH3:23])[C:5]1[CH:7]=[CH:8][C:2]([I:1])=[CH:3][CH:4]=1)[CH2:17][CH2:18][CH2:19][CH2:20][CH2:21][CH2:22][CH3:23]. The catalyst class is: 9. (8) Reactant: [NH2:1][C:2]1[C:10]([Cl:11])=[CH:9][CH:8]=[CH:7][C:3]=1[C:4]([OH:6])=O.[CH:12](OCC)(OCC)OCC.C(O)(=O)C.[NH2:26][C:27]1[CH:28]=[C:29]([NH:34][C:35](=[O:47])[C:36]2[CH:41]=[CH:40][CH:39]=[C:38]([C:42]([C:45]#[N:46])([CH3:44])[CH3:43])[CH:37]=2)[CH:30]=[CH:31][C:32]=1[CH3:33]. Product: [Cl:11][C:10]1[CH:9]=[CH:8][CH:7]=[C:3]2[C:2]=1[N:1]=[CH:12][N:26]([C:27]1[CH:28]=[C:29]([NH:34][C:35](=[O:47])[C:36]3[CH:41]=[CH:40][CH:39]=[C:38]([C:42]([C:45]#[N:46])([CH3:44])[CH3:43])[CH:37]=3)[CH:30]=[CH:31][C:32]=1[CH3:33])[C:4]2=[O:6]. The catalyst class is: 11. (9) Reactant: [Li].C1CCCCC1.[CH3:8][O:9][C:10]([CH:12]1[CH2:16][CH2:15][CH2:14][CH2:13]1)=[O:11].[CH2:17]1[O:26][C:20]([CH2:22][CH2:23][CH2:24]I)([CH3:21])[O:19][CH2:18]1. Product: [CH3:8][O:9][C:10]([C:12]1([CH2:24][CH2:23][CH2:22][CH:20]2[O:19][CH2:18][CH2:17][O:26][CH2:21]2)[CH2:16][CH2:15][CH2:14][CH2:13]1)=[O:11]. The catalyst class is: 220.